The task is: Predict the product of the given reaction.. This data is from Forward reaction prediction with 1.9M reactions from USPTO patents (1976-2016). (1) Given the reactants Cl[C:2]1[CH:3]=C[C:5]([C:8]2[C:9]([C:17]([OH:19])=O)=[N:10][CH:11]=[C:12](C(=O)N)[N:13]=2)=[N:6][CH:7]=1.[CH3:20][N:21](C)C=O.S(Cl)(Cl)=[O:26].Cl[CH2:30][Cl:31], predict the reaction product. The product is: [Cl:31][C:30]1[CH:3]=[CH:2][C:7]([N:6]2[C:5](=[O:26])[C:8]3[C:9](=[N:10][CH:11]=[CH:12][N:13]=3)[C:17]2=[O:19])=[N:21][CH:20]=1. (2) Given the reactants [Cl:1][C:2]([F:16])([F:15])[C:3]1[N:8]=[C:7]([NH2:9])[CH:6]=[C:5]([C:10]2[O:11][CH:12]=[CH:13][CH:14]=2)[CH:4]=1.Br[CH2:18][C:19](=O)[C:20]([O:22][CH2:23][CH3:24])=[O:21], predict the reaction product. The product is: [CH2:23]([O:22][C:20]([C:19]1[N:9]=[C:7]2[CH:6]=[C:5]([C:10]3[O:11][CH:12]=[CH:13][CH:14]=3)[CH:4]=[C:3]([C:2]([Cl:1])([F:15])[F:16])[N:8]2[CH:18]=1)=[O:21])[CH3:24]. (3) Given the reactants C1C=CC(P(C2C=CC3C(=CC=CC=3)C=2C2C3C(=CC=CC=3)C=CC=2P(C2C=CC=CC=2)C2C=CC=CC=2)C2C=CC=CC=2)=CC=1.Cl[C:48]1[N:56]=[C:55]2[C:51]([N:52]([CH2:67][C@H:68]3[CH2:73][CH2:72][C@H:71]([CH3:74])[CH2:70][CH2:69]3)[C:53]([C:57]3([C:61]4[CH:66]=[CH:65][CH:64]=[CH:63][CH:62]=4)[CH2:60][CH2:59][CH2:58]3)=[N:54]2)=[C:50]([C:75]2[CH:76]=[N:77][CH:78]=[C:79]([Cl:81])[CH:80]=2)[N:49]=1.[CH3:82][N:83](C)C(=O)C, predict the reaction product. The product is: [Cl:81][C:79]1[CH:80]=[C:75]([C:50]2[N:49]=[C:48]([C:82]#[N:83])[N:56]=[C:55]3[C:51]=2[N:52]([CH2:67][C@H:68]2[CH2:69][CH2:70][C@H:71]([CH3:74])[CH2:72][CH2:73]2)[C:53]([C:57]2([C:61]4[CH:66]=[CH:65][CH:64]=[CH:63][CH:62]=4)[CH2:58][CH2:59][CH2:60]2)=[N:54]3)[CH:76]=[N:77][CH:78]=1. (4) Given the reactants Br[C:2]1[C:12]2[O:11][CH2:10][CH2:9][N:8]([C:13]([O:15][C:16]([CH3:19])([CH3:18])[CH3:17])=[O:14])[CH:7]([CH2:20][C:21]([O:23][CH2:24][CH3:25])=[O:22])[C:6]=2[CH:5]=[CH:4][CH:3]=1.[CH3:26][N:27](C)C=O, predict the reaction product. The product is: [C:26]([C:2]1[C:12]2[O:11][CH2:10][CH2:9][N:8]([C:13]([O:15][C:16]([CH3:19])([CH3:18])[CH3:17])=[O:14])[CH:7]([CH2:20][C:21]([O:23][CH2:24][CH3:25])=[O:22])[C:6]=2[CH:5]=[CH:4][CH:3]=1)#[N:27].